Predict the reactants needed to synthesize the given product. From a dataset of Full USPTO retrosynthesis dataset with 1.9M reactions from patents (1976-2016). (1) Given the product [CH2:14]([O:17][N:10]1[C:11]2[C:12](=[O:13])[N:1]([CH3:2])[C:3](=[O:4])[N:5]([CH3:6])[C:7]=2[N:8]=[C:9]1[CH2:21][CH2:22][CH2:23][CH2:24][CH2:25][C:26]([OH:28])=[O:27])[CH3:31], predict the reactants needed to synthesize it. The reactants are: [N:1]1([C:12](=[O:13])[C:11]2[NH:10][CH:9]=[N:8][C:7]=2[N:5]([CH3:6])[C:3]1=[O:4])[CH3:2].[C:14](=[O:17])([O-])[O-].[K+].[K+].Br[CH2:21][CH2:22][CH2:23][CH2:24][CH2:25][C:26]([O:28]CC)=[O:27].[CH3:31]N(C)C=O. (2) Given the product [C:1]([O:4][CH2:5][C:6]1[C:7]([S:22]([CH3:25])(=[O:23])=[O:24])=[CH:8][C:9]2[N:13]3[CH2:14][CH2:15][N:16]([C:27]4[N:32]=[C:31]([C:33]([F:34])([F:35])[F:36])[C:30]([C:37](=[O:39])[CH3:38])=[CH:29][N:28]=4)[C@H:17]([CH:18]([CH3:19])[CH3:20])[C:12]3=[N:11][C:10]=2[CH:21]=1)(=[O:3])[CH3:2], predict the reactants needed to synthesize it. The reactants are: [C:1]([O:4][CH2:5][C:6]1[C:7]([S:22]([CH3:25])(=[O:24])=[O:23])=[CH:8][C:9]2[N:13]3[CH2:14][CH2:15][NH:16][C@H:17]([CH:18]([CH3:20])[CH3:19])[C:12]3=[N:11][C:10]=2[CH:21]=1)(=[O:3])[CH3:2].Cl[C:27]1[N:32]=[C:31]([C:33]([F:36])([F:35])[F:34])[C:30]([C:37](=[O:39])[CH3:38])=[CH:29][N:28]=1.CCN(C(C)C)C(C)C.O. (3) Given the product [CH2:1]([N:3]([CH2:29][C:30]1[CH:35]=[CH:34][C:33]([O:36][CH2:39][CH2:40][N:42]([CH3:50])[CH2:43][CH:44]2[CH2:45][CH2:46][O:47][CH2:48][CH2:49]2)=[CH:32][CH:31]=1)[C:4]1[CH:9]=[C:8]([O:10][CH3:11])[CH:7]=[CH:6][C:5]=1[C@@H:12]1[CH2:21][CH2:20][C:19]2[CH:18]=[C:17]([OH:22])[CH:16]=[CH:15][C:14]=2[CH2:13]1)[CH3:2], predict the reactants needed to synthesize it. The reactants are: [CH2:1]([N:3]([C:29](=O)[C:30]1[CH:35]=[CH:34][C:33]([OH:36])=[CH:32][CH:31]=1)[C:4]1[CH:9]=[C:8]([O:10][CH3:11])[CH:7]=[CH:6][C:5]=1[C@@H:12]1[CH2:21][CH2:20][C:19]2[CH:18]=[C:17]([O:22]C(=O)C(C)(C)C)[CH:16]=[CH:15][C:14]=2[CH2:13]1)[CH3:2].Cl[CH2:39][C:40]([N:42]([CH3:50])[CH2:43][CH:44]1[CH2:49][CH2:48][O:47][CH2:46][CH2:45]1)=O. (4) Given the product [F:24][C:15]([F:23])([CH2:16][C:17]1[CH:18]=[CH:19][CH:20]=[CH:21][CH:22]=1)[C:14]([N:11]1[CH2:10][CH2:9][CH:8]([NH2:7])[CH2:13][CH2:12]1)=[O:25], predict the reactants needed to synthesize it. The reactants are: C(OC(=O)[NH:7][CH:8]1[CH2:13][CH2:12][N:11]([C:14](=[O:25])[C:15]([F:24])([F:23])[CH2:16][C:17]2[CH:22]=[CH:21][CH:20]=[CH:19][CH:18]=2)[CH2:10][CH2:9]1)(C)(C)C.Cl.